This data is from Forward reaction prediction with 1.9M reactions from USPTO patents (1976-2016). The task is: Predict the product of the given reaction. (1) Given the reactants [C:1]([O:9][CH2:10][CH3:11])(=[O:8])[CH2:2][C:3]([O:5][CH2:6][CH3:7])=[O:4].C(O)C.[O-]CC.[Na+].Br[CH2:20]/[CH:21]=[CH:22]/[CH2:23]Br.[OH-].[Na+], predict the reaction product. The product is: [CH2:10]([O:9][C:1]([C:2]1([C:3]([O:5][CH2:6][CH3:7])=[O:4])[CH2:23][CH:22]1[CH:21]=[CH2:20])=[O:8])[CH3:11]. (2) Given the reactants [Cl:1][C:2]1[CH:7]=[C:6]([CH3:8])[C:5](B(O)O)=[C:4]([CH3:12])[CH:3]=1.[F-].[K+].Br[CH2:16][C:17]([O:19][CH2:20][CH3:21])=[O:18], predict the reaction product. The product is: [Cl:1][C:2]1[CH:7]=[C:6]([CH3:8])[C:5]([CH2:16][C:17]([O:19][CH2:20][CH3:21])=[O:18])=[C:4]([CH3:12])[CH:3]=1. (3) Given the reactants Cl[C:2]([O:4][C:5]1[CH:10]=[CH:9][CH:8]=[CH:7][CH:6]=1)=[O:3].N1C=CC=CC=1.[Cl:17][C:18]1[CH:19]=[CH:20][C:21]([O:32][CH2:33][C:34]2[CH:39]=[CH:38][CH:37]=[CH:36][CH:35]=2)=[C:22]([CH2:24][N:25]2[C:29]([CH3:30])=[CH:28][C:27]([NH2:31])=[N:26]2)[CH:23]=1, predict the reaction product. The product is: [C:5]1([O:4][C:2](=[O:3])[NH:31][C:27]2[CH:28]=[C:29]([CH3:30])[N:25]([CH2:24][C:22]3[CH:23]=[C:18]([Cl:17])[CH:19]=[CH:20][C:21]=3[O:32][CH2:33][C:34]3[CH:39]=[CH:38][CH:37]=[CH:36][CH:35]=3)[N:26]=2)[CH:10]=[CH:9][CH:8]=[CH:7][CH:6]=1.